Dataset: Peptide-MHC class I binding affinity with 185,985 pairs from IEDB/IMGT. Task: Regression. Given a peptide amino acid sequence and an MHC pseudo amino acid sequence, predict their binding affinity value. This is MHC class I binding data. (1) The peptide sequence is TLYCVHQGI. The MHC is HLA-B54:01 with pseudo-sequence HLA-B54:01. The binding affinity (normalized) is 0. (2) The binding affinity (normalized) is 0.00515. The peptide sequence is SFYRFLFA. The MHC is H-2-Db with pseudo-sequence H-2-Db. (3) The peptide sequence is SGPLKAEI. The MHC is Mamu-A02 with pseudo-sequence Mamu-A02. The binding affinity (normalized) is 0. (4) The peptide sequence is NLEKKITNV. The MHC is HLA-A02:01 with pseudo-sequence HLA-A02:01. The binding affinity (normalized) is 0.503.